From a dataset of Forward reaction prediction with 1.9M reactions from USPTO patents (1976-2016). Predict the product of the given reaction. (1) Given the reactants C([O:8][C:9]1[CH:28]=[CH:27][C:12]([O:13][C:14]2[CH:26]=[CH:25][C:17]3[NH:18][CH2:19][CH2:20][NH:21][S:22](=[O:24])(=[O:23])[C:16]=3[CH:15]=2)=[CH:11][CH:10]=1)C1C=CC=CC=1, predict the reaction product. The product is: [O:24]=[S:22]1(=[O:23])[C:16]2[CH:15]=[C:14]([O:13][C:12]3[CH:27]=[CH:28][C:9]([OH:8])=[CH:10][CH:11]=3)[CH:26]=[CH:25][C:17]=2[NH:18][CH2:19][CH2:20][NH:21]1. (2) Given the reactants C(O)(C)C.O.[C:6]([C@@:14]([C:29]([OH:31])=[O:30])([OH:28])[C@@:15]([C:20](=[O:27])[C:21]1[CH:26]=[CH:25][CH:24]=[CH:23][CH:22]=1)([OH:19])[C:16]([OH:18])=[O:17])(=[O:13])[C:7]1[CH:12]=[CH:11][CH:10]=[CH:9][CH:8]=1.[O:32]=[C:33]([N:47]1[CH2:52][CH2:51][N:50]2[C:53]([C:56]([F:59])([F:58])[F:57])=[N:54][N:55]=[C:49]2[CH2:48]1)[CH2:34][CH:35]([NH2:46])[CH2:36][C:37]1[CH:42]=[C:41]([F:43])[C:40]([F:44])=[CH:39][C:38]=1[F:45], predict the reaction product. The product is: [C:20]([C@@:15]([C:16]([OH:18])=[O:17])([OH:19])[C@@:14]([C:6](=[O:13])[C:7]1[CH:12]=[CH:11][CH:10]=[CH:9][CH:8]=1)([OH:28])[C:29]([OH:31])=[O:30])(=[O:27])[C:21]1[CH:26]=[CH:25][CH:24]=[CH:23][CH:22]=1.[O:32]=[C:33]([N:47]1[CH2:52][CH2:51][N:50]2[C:53]([C:56]([F:59])([F:58])[F:57])=[N:54][N:55]=[C:49]2[CH2:48]1)[CH2:34][C@H:35]([NH2:46])[CH2:36][C:37]1[CH:42]=[C:41]([F:43])[C:40]([F:44])=[CH:39][C:38]=1[F:45]. (3) Given the reactants Cl[C:2]1[CH:11]=[C:10]([Cl:12])[C:9]2[C:4](=[CH:5][CH:6]=[C:7]([N+:13]([O-:15])=[O:14])[CH:8]=2)[N:3]=1.[N:16]1([CH:22]=[O:23])[CH2:21][CH2:20][NH:19][CH2:18][CH2:17]1.O, predict the reaction product. The product is: [Cl:12][C:10]1[C:9]2[C:4](=[CH:5][CH:6]=[C:7]([N+:13]([O-:15])=[O:14])[CH:8]=2)[N:3]=[C:2]([N:19]2[CH2:20][CH2:21][N:16]([CH:22]=[O:23])[CH2:17][CH2:18]2)[CH:11]=1. (4) Given the reactants Br[C:2]1[CH:3]=[CH:4][C:5](=O)[NH:6][CH:7]=1.C(=O)([O-])[O-:10].[K+].[K+].I[CH:16]([CH3:18])[CH3:17], predict the reaction product. The product is: [CH:16]([O:10][C:2]1[CH:3]=[CH:4][CH:5]=[N:6][CH:7]=1)([CH3:18])[CH3:17]. (5) Given the reactants C(=O)([O-])[O-].[K+].[K+].I[C:8]1[CH:24]=[C:23]([C:25]([O:27][CH3:28])=[O:26])[C:11]2[O:12][C:13]3[C:18]([C:19]([O:21][CH3:22])=[O:20])=[CH:17][CH:16]=[CH:15][C:14]=3[C:10]=2[CH:9]=1.[CH2:29]=[CH:30][CH2:31][CH2:32][CH2:33][CH2:34][CH2:35][CH2:36][CH2:37][CH2:38][CH2:39][CH2:40][CH2:41][CH2:42][CH2:43][CH2:44][CH2:45][CH2:46][CH2:47][CH3:48], predict the reaction product. The product is: [CH:29]([C:8]1[CH:24]=[C:23]([C:25]([O:27][CH3:28])=[O:26])[C:11]2[O:12][C:13]3[C:18]([C:19]([O:21][CH3:22])=[O:20])=[CH:17][CH:16]=[CH:15][C:14]=3[C:10]=2[CH:9]=1)=[CH:30][CH2:31][CH2:32][CH2:33][CH2:34][CH2:35][CH2:36][CH2:37][CH2:38][CH2:39][CH2:40][CH2:41][CH2:42][CH2:43][CH2:44][CH2:45][CH2:46][CH2:47][CH3:48]. (6) The product is: [C:16]([O:18][C:10]1[N:11]=[C:12]([C:16]([O:18][CH2:19][CH3:20])=[O:17])[C:13]2[CH2:14][CH2:15][N:6]([CH2:5][C:4]3[CH:24]=[CH:25][C:26]([F:27])=[C:2]([Cl:1])[CH:3]=3)[C:7](=[O:23])[C:8]=2[C:9]=1[O:22][C:9](=[O:22])[CH3:8])(=[O:17])[CH3:12]. Given the reactants [Cl:1][C:2]1[CH:3]=[C:4]([CH:24]=[CH:25][C:26]=1[F:27])[CH2:5][N:6]1[CH2:15][CH2:14][C:13]2[C:8](=[C:9]([OH:22])[CH:10]=[N+:11]([O-])[C:12]=2[C:16]([O:18][CH2:19][CH3:20])=[O:17])[C:7]1=[O:23], predict the reaction product. (7) Given the reactants N(C(C)(C)C#N)=NC(C)(C)C#N.[C:13]([O:18][CH3:19])(=[O:17])[C:14]([CH3:16])=[CH2:15].[C:20]([O:24][CH2:25][CH2:26][CH2:27][CH3:28])(=[O:23])[CH:21]=[CH2:22].[C:29]([OH:34])(=[O:33])[C:30]([CH3:32])=[CH2:31], predict the reaction product. The product is: [C:13]([O:18][CH3:19])(=[O:17])[C:14]([CH3:16])=[CH2:15].[C:20]([O:24][CH2:25][CH2:26][CH2:27][CH3:28])(=[O:23])[CH:21]=[CH2:22].[C:29]([OH:34])(=[O:33])[C:30]([CH3:32])=[CH2:31].